The task is: Predict which catalyst facilitates the given reaction.. This data is from Catalyst prediction with 721,799 reactions and 888 catalyst types from USPTO. (1) Reactant: C[O:2][C:3](=[O:22])[CH2:4][N:5]([C:15]([O:17][C:18]([CH3:21])([CH3:20])[CH3:19])=[O:16])[CH2:6][C:7]1[CH:12]=[C:11]([F:13])[CH:10]=[C:9]([F:14])[CH:8]=1.C[Si](C)(C)[O-].[K+]. Product: [C:18]([O:17][C:15]([N:5]([CH2:4][C:3]([OH:22])=[O:2])[CH2:6][C:7]1[CH:12]=[C:11]([F:13])[CH:10]=[C:9]([F:14])[CH:8]=1)=[O:16])([CH3:21])([CH3:19])[CH3:20]. The catalyst class is: 49. (2) The catalyst class is: 871. Product: [Cl:1][C:2]1[CH:7]=[C:6]([NH2:8])[C:5]([NH2:9])=[CH:4][C:3]=1[C:12]([F:13])([F:14])[F:15]. Reactant: [Cl:1][C:2]1[C:3]([C:12]([F:15])([F:14])[F:13])=[CH:4][C:5]([N+:9]([O-])=O)=[C:6]([NH2:8])[CH:7]=1.O.O.[Sn](Cl)Cl.C([O-])(O)=O.[Na+]. (3) Reactant: [NH2:1][C:2]([C:4]1[CH:5]=[C:6]([C:10]2[CH:11]=[C:12]3[C:17](=[CH:18][CH:19]=2)[CH2:16][N:15](C(OC(C)(C)C)=O)[CH2:14][CH2:13]3)[CH:7]=[CH:8][CH:9]=1)=[O:3].[SiH](CC)(CC)CC.C(O)(C(F)(F)F)=O. Product: [CH2:16]1[C:17]2[C:12](=[CH:11][C:10]([C:6]3[CH:5]=[C:4]([CH:9]=[CH:8][CH:7]=3)[C:2]([NH2:1])=[O:3])=[CH:19][CH:18]=2)[CH2:13][CH2:14][NH:15]1. The catalyst class is: 2. (4) Reactant: [Cl:1][C:2]1[CH:10]=[CH:9][C:8]([C:11]([F:14])([F:13])[F:12])=[CH:7][C:3]=1[C:4](=[S:6])[NH2:5].Cl[CH:16]([CH:22]=O)[C:17]([O:19][CH2:20][CH3:21])=[O:18]. Product: [Cl:1][C:2]1[CH:10]=[CH:9][C:8]([C:11]([F:14])([F:12])[F:13])=[CH:7][C:3]=1[C:4]1[S:6][C:16]([C:17]([O:19][CH2:20][CH3:21])=[O:18])=[CH:22][N:5]=1. The catalyst class is: 56. (5) Reactant: Cl[C:2]1[C:3]([NH:22][CH2:23][CH:24]=[CH2:25])=[N:4][C:5]([C:12]2[CH:17]=[CH:16][C:15]([Cl:18])=[C:14]([O:19][CH3:20])[C:13]=2[F:21])=[N:6][C:7]=1[C:8]([O:10][CH3:11])=[O:9].C([O-])(=O)C.[Na+].CC(N(C)C)=O. Product: [Cl:18][C:15]1[CH:16]=[CH:17][C:12]([C:5]2[N:6]=[C:7]([C:8]([O:10][CH3:11])=[O:9])[C:2]3[C:24]([CH3:25])=[CH:23][NH:22][C:3]=3[N:4]=2)=[C:13]([F:21])[C:14]=1[O:19][CH3:20]. The catalyst class is: 6. (6) Reactant: Cl[C:2]1[C:7]2[C:8](=[O:12])[N:9]([CH3:11])[CH2:10][C:6]=2[CH:5]=[CH:4][N:3]=1.[CH3:13][O:14][C:15]1[CH:22]=[C:21]([O:23][CH3:24])[CH:20]=[CH:19][C:16]=1[CH2:17][NH2:18]. Product: [CH3:13][O:14][C:15]1[CH:22]=[C:21]([O:23][CH3:24])[CH:20]=[CH:19][C:16]=1[CH2:17][NH:18][C:2]1[C:7]2[C:8](=[O:12])[N:9]([CH3:11])[CH2:10][C:6]=2[CH:5]=[CH:4][N:3]=1. The catalyst class is: 60. (7) Reactant: C(Cl)Cl.[Cl:4][C:5]1[CH:6]=[C:7]([NH:20][C:21]2[C:26]3[C:27]4[CH2:35][CH2:34][C:33]5[N:32]([CH2:36][CH2:37]O)[N:31]=[CH:30][C:29]=5[C:28]=4[S:39][C:25]=3[N:24]=[CH:23][N:22]=2)[CH:8]=[CH:9][C:10]=1[O:11][CH2:12][C:13]1[CH:18]=[CH:17][CH:16]=[C:15]([F:19])[CH:14]=1.S(Br)([Br:42])=O. Product: [Br:42][CH2:37][CH2:36][N:32]1[C:33]2[CH2:34][CH2:35][C:27]3[C:26]4[C:25](=[N:24][CH:23]=[N:22][C:21]=4[NH:20][C:7]4[CH:8]=[CH:9][C:10]([O:11][CH2:12][C:13]5[CH:18]=[CH:17][CH:16]=[C:15]([F:19])[CH:14]=5)=[C:5]([Cl:4])[CH:6]=4)[S:39][C:28]=3[C:29]=2[CH:30]=[N:31]1. The catalyst class is: 6. (8) Reactant: [CH:1]([C:4]1[C:8]([CH2:9][CH2:10][CH2:11][CH2:12][OH:13])=[CH:7][N:6]([C:14]2[CH:19]=[CH:18][C:17]([C:20]([F:23])([F:22])[F:21])=[CH:16][N:15]=2)[N:5]=1)([CH3:3])[CH3:2].O[C:25]1[CH:30]=[CH:29][C:28]([CH2:31][CH2:32][C:33]([O:35]C)=[O:34])=[C:27]([O:37][CH3:38])[CH:26]=1.C(P(CCCC)CCCC)CCC.N(C(N1CCCCC1)=O)=NC(N1CCCCC1)=O. Product: [CH:1]([C:4]1[C:8]([CH2:9][CH2:10][CH2:11][CH2:12][O:13][C:25]2[CH:30]=[CH:29][C:28]([CH2:31][CH2:32][C:33]([OH:35])=[O:34])=[C:27]([O:37][CH3:38])[CH:26]=2)=[CH:7][N:6]([C:14]2[CH:19]=[CH:18][C:17]([C:20]([F:22])([F:21])[F:23])=[CH:16][N:15]=2)[N:5]=1)([CH3:3])[CH3:2]. The catalyst class is: 7.